This data is from Full USPTO retrosynthesis dataset with 1.9M reactions from patents (1976-2016). The task is: Predict the reactants needed to synthesize the given product. (1) Given the product [CH:14]1([N:12]2[CH:13]=[C:9]([NH:8][C:6]3[N:5]=[C:4]([NH:17][C@H:18]([C:20]4[N:25]=[CH:24][C:23]([F:26])=[CH:22][N:21]=4)[CH3:19])[N:3]=[C:2]([N:27]4[CH2:32][CH2:31][O:30][CH2:29][CH2:28]4)[N:7]=3)[N:10]=[CH:11]2)[CH2:16][CH2:15]1, predict the reactants needed to synthesize it. The reactants are: Cl[C:2]1[N:7]=[C:6]([NH:8][C:9]2[N:10]=[CH:11][N:12]([CH:14]3[CH2:16][CH2:15]3)[CH:13]=2)[N:5]=[C:4]([NH:17][C@H:18]([C:20]2[N:25]=[CH:24][C:23]([F:26])=[CH:22][N:21]=2)[CH3:19])[N:3]=1.[NH:27]1[CH2:32][CH2:31][O:30][CH2:29][CH2:28]1. (2) The reactants are: [Br:1][C:2]1[CH:3]=[CH:4][C:5]([CH3:19])=[C:6]([CH2:8][C:9]2[S:13][C:12]3[CH:14]=[CH:15][C:16]([OH:18])=[CH:17][C:11]=3[CH:10]=2)[CH:7]=1.Br[CH2:21][CH2:22][F:23]. Given the product [Br:1][C:2]1[CH:3]=[CH:4][C:5]([CH3:19])=[C:6]([CH2:8][C:9]2[S:13][C:12]3[CH:14]=[CH:15][C:16]([O:18][CH2:21][CH2:22][F:23])=[CH:17][C:11]=3[CH:10]=2)[CH:7]=1, predict the reactants needed to synthesize it.